Dataset: Forward reaction prediction with 1.9M reactions from USPTO patents (1976-2016). Task: Predict the product of the given reaction. (1) The product is: [NH2:14][C@@H:15]([C@H:23]1[CH2:28][CH2:27][CH2:26][CH:25]([OH:29])[CH2:24]1)[C:16]([O:18][C:19]([CH3:22])([CH3:21])[CH3:20])=[O:17]. Given the reactants C1(C([NH:14][C@@H:15]([C@H:23]2[CH2:28][CH2:27][CH2:26][CH:25]([OH:29])[CH2:24]2)[C:16]([O:18][C:19]([CH3:22])([CH3:21])[CH3:20])=[O:17])C2C=CC=CC=2)C=CC=CC=1, predict the reaction product. (2) Given the reactants [NH:1]([C:41]([O:43][C:44]([CH3:47])([CH3:46])[CH3:45])=[O:42])[C@H:2]([C:18]([NH:20][C@H:21]([C:37]([O:39][CH3:40])=[O:38])[CH2:22][CH2:23][CH2:24][CH2:25][NH:26]C(OCC1C=CC=CC=1)=O)=[O:19])[CH2:3][CH2:4][CH2:5][CH2:6][NH:7]C(OCC1C=CC=CC=1)=O.FC(F)(F)C(O)=O, predict the reaction product. The product is: [NH:1]([C:41]([O:43][C:44]([CH3:47])([CH3:46])[CH3:45])=[O:42])[C@H:2]([C:18]([NH:20][C@H:21]([C:37]([O:39][CH3:40])=[O:38])[CH2:22][CH2:23][CH2:24][CH2:25][NH2:26])=[O:19])[CH2:3][CH2:4][CH2:5][CH2:6][NH2:7]. (3) Given the reactants [C:1]1(C)C=CC=CC=1.[CH3:8][C:9]1[CH:18]=[CH:17][C:16]2[C:11](=[CH:12][CH:13]=[CH:14][C:15]=2[N:19]2[CH2:24][CH2:23][N:22]([CH2:25][CH2:26][C:27]([C:29]3[CH:30]=[CH:31][C:32]4[O:37][CH2:36][C:35](=[O:38])[NH:34][C:33]=4[CH:39]=3)=O)[CH2:21][CH2:20]2)[N:10]=1, predict the reaction product. The product is: [CH3:8][C:9]1[CH:18]=[CH:17][C:16]2[C:11](=[CH:12][CH:13]=[CH:14][C:15]=2[N:19]2[CH2:24][CH2:23][N:22]([CH2:25][CH2:26][C:27]([C:29]3[CH:30]=[CH:31][C:32]4[O:37][CH2:36][C:35](=[O:38])[NH:34][C:33]=4[CH:39]=3)=[CH2:1])[CH2:21][CH2:20]2)[N:10]=1. (4) The product is: [Cl:23][C:24]1[CH:32]=[CH:31][C:27]([C:28]([N:12]2[CH2:13][CH2:14][C:7]3[NH:6][C:5](=[O:15])[N:4]([O:3][CH3:2])[C:9](=[O:10])[C:8]=3[CH2:11]2)=[O:29])=[CH:26][CH:25]=1. Given the reactants Cl.[CH3:2][O:3][N:4]1[C:9](=[O:10])[C:8]2[CH2:11][NH:12][CH2:13][CH2:14][C:7]=2[NH:6][C:5]1=[O:15].C(N(CC)CC)C.[Cl:23][C:24]1[CH:32]=[CH:31][C:27]([C:28](Cl)=[O:29])=[CH:26][CH:25]=1.O, predict the reaction product.